Dataset: NCI-60 drug combinations with 297,098 pairs across 59 cell lines. Task: Regression. Given two drug SMILES strings and cell line genomic features, predict the synergy score measuring deviation from expected non-interaction effect. (1) Drug 1: C1=CC=C(C(=C1)C(C2=CC=C(C=C2)Cl)C(Cl)Cl)Cl. Drug 2: N.N.Cl[Pt+2]Cl. Cell line: EKVX. Synergy scores: CSS=1.15, Synergy_ZIP=1.35, Synergy_Bliss=5.57, Synergy_Loewe=-5.98, Synergy_HSA=-1.78. (2) Drug 1: C1=NC2=C(N1)C(=S)N=CN2. Drug 2: C1CN(P(=O)(OC1)NCCCl)CCCl. Cell line: NCI-H522. Synergy scores: CSS=39.3, Synergy_ZIP=-1.50, Synergy_Bliss=0.388, Synergy_Loewe=-19.5, Synergy_HSA=0.426. (3) Drug 1: C1CN1P(=S)(N2CC2)N3CC3. Drug 2: CCC1(CC2CC(C3=C(CCN(C2)C1)C4=CC=CC=C4N3)(C5=C(C=C6C(=C5)C78CCN9C7C(C=CC9)(C(C(C8N6C=O)(C(=O)OC)O)OC(=O)C)CC)OC)C(=O)OC)O.OS(=O)(=O)O. Cell line: HCT-15. Synergy scores: CSS=18.6, Synergy_ZIP=0.680, Synergy_Bliss=10.9, Synergy_Loewe=5.69, Synergy_HSA=7.28. (4) Drug 1: CS(=O)(=O)OCCCCOS(=O)(=O)C. Drug 2: CC(C)NC(=O)C1=CC=C(C=C1)CNNC.Cl. Cell line: SK-MEL-28. Synergy scores: CSS=6.50, Synergy_ZIP=2.72, Synergy_Bliss=8.14, Synergy_Loewe=4.01, Synergy_HSA=3.90. (5) Drug 2: CCC1=C2CN3C(=CC4=C(C3=O)COC(=O)C4(CC)O)C2=NC5=C1C=C(C=C5)O. Drug 1: CC1CC(C(C(C=C(C(C(C=CC=C(C(=O)NC2=CC(=O)C(=C(C1)C2=O)OC)C)OC)OC(=O)N)C)C)O)OC. Synergy scores: CSS=71.0, Synergy_ZIP=1.79, Synergy_Bliss=-0.119, Synergy_Loewe=-3.94, Synergy_HSA=2.23. Cell line: HT29.